This data is from Forward reaction prediction with 1.9M reactions from USPTO patents (1976-2016). The task is: Predict the product of the given reaction. (1) The product is: [NH2:2][CH2:1][C:3]1([C:16]2[CH:21]=[CH:20][CH:19]=[C:18]([Cl:22])[C:17]=2[Cl:23])[CH2:8][CH2:7][N:6]([C:9]([O:11][C:12]([CH3:15])([CH3:14])[CH3:13])=[O:10])[CH2:5][CH2:4]1. Given the reactants [C:1]([C:3]1([C:16]2[CH:21]=[CH:20][CH:19]=[C:18]([Cl:22])[C:17]=2[Cl:23])[CH2:8][CH2:7][N:6]([C:9]([O:11][C:12]([CH3:15])([CH3:14])[CH3:13])=[O:10])[CH2:5][CH2:4]1)#[N:2].[H][H], predict the reaction product. (2) Given the reactants CSC.C([O:11][C@H:12]1[C@H:17]([O:18]CC2C=CC=CC=2)[C@@H:16]([O:26]CC2C=CC=CC=2)[C@@H:15]([C:34]2[C:43]3[C:38](=[CH:39][CH:40]=[CH:41][CH:42]=3)[CH:37]=[C:36]([CH2:44][C:45]3[S:49][C:48]4[CH:50]=[CH:51][C:52]([CH2:54][CH3:55])=[CH:53][C:47]=4[CH:46]=3)[CH:35]=2)[O:14][CH:13]1[CH2:56][O:57]CC1C=CC=CC=1)C1C=CC=CC=1.CO, predict the reaction product. The product is: [OH:57][CH2:56][C@@H:13]1[C@@H:12]([OH:11])[C@H:17]([OH:18])[C@@H:16]([OH:26])[C@H:15]([C:34]2[C:43]3[C:38](=[CH:39][CH:40]=[CH:41][CH:42]=3)[CH:37]=[C:36]([CH2:44][C:45]3[S:49][C:48]4[CH:50]=[CH:51][C:52]([CH2:54][CH3:55])=[CH:53][C:47]=4[CH:46]=3)[CH:35]=2)[O:14]1. (3) Given the reactants [H-].[Na+].[OH:3][CH2:4][C:5]1[O:9][N:8]=[C:7]([C:10]([O:12][CH2:13][CH3:14])=[O:11])[CH:6]=1.Br[CH2:16][C:17]1[S:18][C:19]2[CH:25]=[CH:24][CH:23]=[CH:22][C:20]=2[CH:21]=1.[Cl-].[NH4+], predict the reaction product. The product is: [S:18]1[C:19]2[CH:25]=[CH:24][CH:23]=[CH:22][C:20]=2[CH:21]=[C:17]1[CH2:16][O:3][CH2:4][C:5]1[O:9][N:8]=[C:7]([C:10]([O:12][CH2:13][CH3:14])=[O:11])[CH:6]=1. (4) Given the reactants O[C:2]([C:5]1[CH:10]=[CH:9][C:8]([CH2:11][C:12]([NH:14][C@@H:15]([C:17]2[CH:22]=[CH:21][C:20]([O:23][CH2:24][C:25]([F:28])([F:27])[F:26])=[CH:19][N:18]=2)[CH3:16])=[O:13])=[CH:7][CH:6]=1)([CH3:4])[CH3:3].O.C1(C)C=CC(S(O)(=O)=O)=CC=1, predict the reaction product. The product is: [C:2]([C:5]1[CH:6]=[CH:7][C:8]([CH2:11][C:12]([NH:14][C@@H:15]([C:17]2[CH:22]=[CH:21][C:20]([O:23][CH2:24][C:25]([F:28])([F:26])[F:27])=[CH:19][N:18]=2)[CH3:16])=[O:13])=[CH:9][CH:10]=1)([CH3:4])=[CH2:3]. (5) Given the reactants Cl[C:2]1[N:3]=[CH:4][C:5]([C:8]([N:10]2[CH2:15][CH2:14][C:13]3[NH:16][C:17]([C:19]4[C:27]5[C:22](=[CH:23][C:24]([C:28]6[CH:33]=[C:32]([F:34])[C:31]([OH:35])=[CH:30][C:29]=6[CH2:36][CH3:37])=[CH:25][CH:26]=5)[NH:21][N:20]=4)=[N:18][C:12]=3[CH2:11]2)=[O:9])=[N:6][CH:7]=1.[NH:38]1[CH2:42][CH2:41][CH2:40][CH2:39]1, predict the reaction product. The product is: [CH2:36]([C:29]1[CH:30]=[C:31]([OH:35])[C:32]([F:34])=[CH:33][C:28]=1[C:24]1[CH:23]=[C:22]2[C:27]([C:19]([C:17]3[NH:16][C:13]4[CH2:14][CH2:15][N:10]([C:8]([C:5]5[CH:4]=[N:3][C:2]([N:38]6[CH2:42][CH2:41][CH2:40][CH2:39]6)=[CH:7][N:6]=5)=[O:9])[CH2:11][C:12]=4[N:18]=3)=[N:20][NH:21]2)=[CH:26][CH:25]=1)[CH3:37]. (6) Given the reactants [CH2:1]1[C@@:5]2([CH2:9][CH2:8][NH:7][CH2:6]2)[CH2:4][CH2:3][N:2]1[C:10]1[CH:15]=[CH:14][C:13]([N:16]2[CH:25]=[CH:24][C:23]3[C:18](=[CH:19][CH:20]=[C:21]([OH:26])[CH:22]=3)[C:17]2=[O:27])=[CH:12][CH:11]=1.[CH3:28][C:29]1([CH3:32])[CH2:31][O:30]1, predict the reaction product. The product is: [OH:26][C:21]1[CH:22]=[C:23]2[C:18](=[CH:19][CH:20]=1)[C:17](=[O:27])[N:16]([C:13]1[CH:14]=[CH:15][C:10]([N:2]3[CH2:3][CH2:4][C@:5]4([CH2:9][CH2:8][N:7]([CH2:28][C:29]([OH:30])([CH3:32])[CH3:31])[CH2:6]4)[CH2:1]3)=[CH:11][CH:12]=1)[CH:25]=[CH:24]2. (7) Given the reactants Cl[C:2]1[N:7]=[C:6]([C:8]([OH:10])=[O:9])[CH:5]=[CH:4][C:3]=1[C:11]#[N:12].[Cl:13][C:14]1[CH:19]=[CH:18][C:17]([CH2:20][SH:21])=[CH:16][CH:15]=1, predict the reaction product. The product is: [Cl:13][C:14]1[CH:19]=[CH:18][C:17]([CH2:20][S:21][C:2]2[N:7]=[C:6]([C:8]([OH:10])=[O:9])[CH:5]=[CH:4][C:3]=2[C:11]#[N:12])=[CH:16][CH:15]=1.